This data is from M1 muscarinic receptor agonist screen with 61,833 compounds. The task is: Binary Classification. Given a drug SMILES string, predict its activity (active/inactive) in a high-throughput screening assay against a specified biological target. (1) The compound is O(C(C(C)C)C(=O)NCc1occc1)C(=O)c1occc1. The result is 0 (inactive). (2) The molecule is S(c1n(c2c(c(ccc2)C)C)ccn1)CC(=O)Nc1sc(SCC)nn1. The result is 0 (inactive). (3) The molecule is n1(CCCC)c(nnc1c1ccccc1)c1ccccc1. The result is 0 (inactive). (4) The molecule is S(CC(=O)N1C(CCCC1C)C)c1oc(nn1)C1CCCCC1. The result is 0 (inactive). (5) The drug is Clc1c(OCC(=O)N(C2CS(=O)(=O)CC2)Cc2occc2)ccc(Cl)c1. The result is 0 (inactive). (6) The result is 0 (inactive). The compound is O=C(NC(c1n(CCC)c2c(n1)cccc2)CCCC)C. (7) The compound is O(c1c(N2CCN(CC2)c2nc(N)c3c(c2C#N)cc(OC)nc3N)cccc1)C. The result is 1 (active). (8) The compound is S(c1n(CC)c(nn1)c1ccncc1)CC(=O)NCc1ccc(cc1)C. The result is 0 (inactive). (9) The drug is S(Cc1sccc1)c1[nH]nc(c(=O)n1)C. The result is 0 (inactive). (10) The molecule is S(CC(=O)N(CC)CC)c1oc(nn1)c1cc(OC)cc(OC)c1. The result is 0 (inactive).